This data is from Reaction yield outcomes from USPTO patents with 853,638 reactions. The task is: Predict the reaction yield, written as a fraction of the theoretical maximum amount of product (1.0 means a 100% yield; for example, 0.34 means a 34% yield). The reactants are [CH3:1][O:2][C:3]1[CH:12]=[C:11]2[C:6]([CH:7]=[CH:8][CH:9]=[C:10]2[OH:13])=[CH:5][CH:4]=1.[S:14](O[S:14]([C:17]([F:20])([F:19])[F:18])(=[O:16])=[O:15])([C:17]([F:20])([F:19])[F:18])(=[O:16])=[O:15].C(C1C=C(C)C=C(C(C)(C)C)N=1)(C)(C)C. The catalyst is ClCCl. The product is [F:18][C:17]([F:20])([F:19])[S:14]([O:13][C:10]1[C:11]2[C:6](=[CH:5][CH:4]=[C:3]([O:2][CH3:1])[CH:12]=2)[CH:7]=[CH:8][CH:9]=1)(=[O:16])=[O:15]. The yield is 0.910.